From a dataset of Full USPTO retrosynthesis dataset with 1.9M reactions from patents (1976-2016). Predict the reactants needed to synthesize the given product. (1) Given the product [Cl:1][C:2]1[N:3]=[C:4]([N:20]2[CH2:21][CH2:22][CH:17]([CH2:16][C:15]([O:14][CH2:12][CH3:13])=[O:23])[CH2:18][CH2:19]2)[C:5]2[CH:10]=[CH:9][NH:8][C:6]=2[N:7]=1, predict the reactants needed to synthesize it. The reactants are: [Cl:1][C:2]1[N:3]=[C:4](Cl)[C:5]2[CH:10]=[CH:9][NH:8][C:6]=2[N:7]=1.[CH2:12]([O:14][C:15](=[O:23])[CH2:16][CH:17]1[CH2:22][CH2:21][NH:20][CH2:19][CH2:18]1)[CH3:13].CCN(C(C)C)C(C)C.O. (2) Given the product [CH:43]1([CH2:46][NH:47][CH2:48][C@@H:49]2[CH2:53][CH2:52][CH2:51][N:50]2[C:25]([C:21]2[C:20]([CH3:28])=[C:19](/[CH:18]=[C:10]3\[C:11](=[O:17])[NH:12][C:13]4[C:9]\3=[C:8]([C:4]3[CH:5]=[CH:6][CH:7]=[C:2]([F:1])[CH:3]=3)[CH:16]=[CH:15][CH:14]=4)[NH:23][C:22]=2[CH3:24])=[O:26])[CH2:44][CH2:45]1, predict the reactants needed to synthesize it. The reactants are: [F:1][C:2]1[CH:3]=[C:4]([C:8]2[CH:16]=[CH:15][CH:14]=[C:13]3[C:9]=2/[C:10](=[CH:18]/[C:19]2[NH:23][C:22]([CH3:24])=[C:21]([C:25](O)=[O:26])[C:20]=2[CH3:28])/[C:11](=[O:17])[NH:12]3)[CH:5]=[CH:6][CH:7]=1.C(Cl)CCl.C1C=CC2N(O)N=NC=2C=1.[CH:43]1([CH2:46][NH:47][CH2:48][C@@H:49]2[CH2:53][CH2:52][CH2:51][NH:50]2)[CH2:45][CH2:44]1. (3) The reactants are: [CH3:1][N:2]1[C:7]2[CH:8]=[CH:9][C:10]([C:12](=O)[C:13]([C:15]3[CH:20]=[CH:19][CH:18]=[CH:17]C=3)=O)=[CH:11][C:6]=2O[CH2:4][CH2:3]1.[CH3:22][NH:23][C:24]([NH2:26])=[S:25].[OH-:27].[K+].Cl.[OH-:30].[Na+].[CH3:32]S(C)=O. Given the product [CH3:22][N:23]1[C:32](=[O:27])[C:12]([C:10]2[CH:11]=[CH:6][C:7]3[N:2]([CH3:1])[CH2:3][CH2:4][O:30][C:8]=3[CH:9]=2)([C:13]2[CH:15]=[CH:20][CH:19]=[CH:18][CH:17]=2)[NH:26][C:24]1=[S:25], predict the reactants needed to synthesize it. (4) Given the product [CH3:31][N:32]([CH3:38])[CH2:33][CH2:34][C:35]([N:21]1[CH2:20][CH2:19][C:17]2[N:18]=[C:13]([C:10]3[CH:11]=[CH:12][C:7]([NH:6][C:4]([NH:3][CH2:1][CH3:2])=[O:5])=[CH:8][CH:9]=3)[N:14]=[C:15]([N:23]3[CH2:28][CH2:27][O:26][CH2:25][C@@H:24]3[CH3:29])[C:16]=2[CH2:22]1)=[O:36], predict the reactants needed to synthesize it. The reactants are: [CH2:1]([NH:3][C:4]([NH:6][C:7]1[CH:12]=[CH:11][C:10]([C:13]2[N:14]=[C:15]([N:23]3[CH2:28][CH2:27][O:26][CH2:25][C@@H:24]3[CH3:29])[C:16]3[CH2:22][NH:21][CH2:20][CH2:19][C:17]=3[N:18]=2)=[CH:9][CH:8]=1)=[O:5])[CH3:2].Cl.[CH3:31][N:32]([CH3:38])[CH2:33][CH2:34][C:35](O)=[O:36]. (5) Given the product [Cl:1][C:2]1[CH:7]=[CH:6][C:5]([O:8][C:31]([CH3:33])([C:25]2[CH:30]=[CH:29][CH:28]=[CH:27][CH:26]=2)[CH3:32])=[CH:4][C:3]=1[N+:9]([O-:11])=[O:10], predict the reactants needed to synthesize it. The reactants are: [Cl:1][C:2]1[CH:7]=[CH:6][C:5]([OH:8])=[CH:4][C:3]=1[N+:9]([O-:11])=[O:10].C(P(CCCC)CCCC)CCC.[C:25]1([C:31](O)([CH3:33])[CH3:32])[CH:30]=[CH:29][CH:28]=[CH:27][CH:26]=1.N(C(N(C)C)=O)=NC(N(C)C)=O. (6) The reactants are: [NH:1]1[CH2:6][CH2:5][CH:4]([C:7]2[C:15]3[C:10](=[CH:11][CH:12]=[CH:13][CH:14]=3)[NH:9][CH:8]=2)[CH2:3][CH2:2]1.[CH3:16][N:17]([CH3:31])[C:18]1([C:25]2[CH:30]=[CH:29][CH:28]=[CH:27][CH:26]=2)[CH2:23][CH2:22][C:21](=O)[CH2:20][CH2:19]1.C(O)(=O)C. Given the product [NH:9]1[C:10]2[C:15](=[CH:14][CH:13]=[CH:12][CH:11]=2)[C:7]([CH:4]2[CH2:5][CH2:6][N:1]([CH:21]3[CH2:20][CH2:19][C:18]([N:17]([CH3:31])[CH3:16])([C:25]4[CH:30]=[CH:29][CH:28]=[CH:27][CH:26]=4)[CH2:23][CH2:22]3)[CH2:2][CH2:3]2)=[CH:8]1, predict the reactants needed to synthesize it. (7) The reactants are: [Br:1][C:2]1[CH:16]=[CH:15][C:5]2[N:6]=[C:7]([CH2:9][C:10]([O:12]CC)=O)[S:8][C:4]=2[CH:3]=1.[OH-].[Na+].Cl.[NH2:20][CH2:21][CH2:22][S:23]([NH2:26])(=[O:25])=[O:24].CN(C(ON1N=NC2C=CC=NC1=2)=[N+](C)C)C.F[P-](F)(F)(F)(F)F. Given the product [Br:1][C:2]1[CH:16]=[CH:15][C:5]2[N:6]=[C:7]([CH2:9][C:10]([NH:20][CH2:21][CH2:22][S:23](=[O:25])(=[O:24])[NH2:26])=[O:12])[S:8][C:4]=2[CH:3]=1, predict the reactants needed to synthesize it. (8) Given the product [NH2:16][C:17]1[C:25]2[C:20](=[CH:21][CH:22]=[CH:23][C:24]=2[C:26]#[N:27])[N:19]([C:9]([O:11][C:12]([CH3:13])([CH3:14])[CH3:15])=[O:10])[N:18]=1, predict the reactants needed to synthesize it. The reactants are: [C:9](O[C:9]([O:11][C:12]([CH3:15])([CH3:14])[CH3:13])=[O:10])([O:11][C:12]([CH3:15])([CH3:14])[CH3:13])=[O:10].[NH2:16][C:17]1[C:25]2[C:24]([C:26]#[N:27])=[CH:23][CH:22]=[CH:21][C:20]=2[NH:19][N:18]=1.C(N(CC)CC)C.